This data is from NCI-60 drug combinations with 297,098 pairs across 59 cell lines. The task is: Regression. Given two drug SMILES strings and cell line genomic features, predict the synergy score measuring deviation from expected non-interaction effect. Drug 1: C1CC(=O)NC(=O)C1N2CC3=C(C2=O)C=CC=C3N. Drug 2: CC(CN1CC(=O)NC(=O)C1)N2CC(=O)NC(=O)C2. Cell line: MALME-3M. Synergy scores: CSS=11.6, Synergy_ZIP=1.69, Synergy_Bliss=6.08, Synergy_Loewe=5.69, Synergy_HSA=5.58.